Dataset: Reaction yield outcomes from USPTO patents with 853,638 reactions. Task: Predict the reaction yield, written as a fraction of the theoretical maximum amount of product (1.0 means a 100% yield; for example, 0.34 means a 34% yield). (1) The reactants are C([Li])CCC.[I-].C1([P+](C2C=CC=CC=2)(C2C=CC=CC=2)[CH2:14][CH2:15][C:16]([F:19])([F:18])[F:17])C=CC=CC=1.[CH3:32][O:33][C:34]([CH:36]1[CH2:41][CH2:40][CH:39]([CH:42]=O)[CH2:38][CH2:37]1)=[O:35].[Cl-].[NH4+]. The catalyst is CCCCCC.O1CCCC1. The yield is 0.670. The product is [CH3:32][O:33][C:34]([CH:36]1[CH2:41][CH2:40][CH:39]([CH:42]=[CH:14][CH2:15][C:16]([F:19])([F:18])[F:17])[CH2:38][CH2:37]1)=[O:35]. (2) The reactants are [CH3:1][O:2][C:3]1[CH:18]=[CH:17][C:6]([O:7][C:8]2[CH:16]=[CH:15][CH:14]=[CH:13][C:9]=2[C:10]([OH:12])=O)=[CH:5][CH:4]=1.[NH2:19][C@@H:20]1[C@H:24]2[O:25][CH2:26][C@H:27]([NH:28][C:29]([CH:31]3[CH2:33][CH2:32]3)=[O:30])[C@H:23]2[O:22][CH2:21]1. No catalyst specified. The product is [CH:31]1([C:29]([NH:28][C@@H:27]2[C@H:23]3[O:22][CH2:21][C@H:20]([NH:19][C:10](=[O:12])[C:9]4[CH:13]=[CH:14][CH:15]=[CH:16][C:8]=4[O:7][C:6]4[CH:5]=[CH:4][C:3]([O:2][CH3:1])=[CH:18][CH:17]=4)[C@H:24]3[O:25][CH2:26]2)=[O:30])[CH2:32][CH2:33]1. The yield is 0.757. (3) The reactants are [O:1]=[C:2]1[CH2:7][CH2:6][N:5]([C:8]2[CH:13]=[CH:12][C:11]([N:14]3[CH2:18][C@H:17]([CH2:19][NH:20][C:21](=[O:23])[CH3:22])[O:16][C:15]3=[O:24])=[CH:10][C:9]=2[F:25])[CH2:4][CH2:3]1.[C-:26]#[N:27].[K+]. The catalyst is CN(C)C=O. The product is [C:26]([C:2]1([OH:1])[CH2:3][CH2:4][N:5]([C:8]2[CH:13]=[CH:12][C:11]([N:14]3[CH2:18][C@H:17]([CH2:19][NH:20][C:21](=[O:23])[CH3:22])[O:16][C:15]3=[O:24])=[CH:10][C:9]=2[F:25])[CH2:6][CH2:7]1)#[N:27]. The yield is 0.420. (4) The reactants are [F:1][C:2]1[CH:7]=[CH:6][C:5]([C:8]2[S:9][CH:10]=[CH:11][C:12]=2[CH3:13])=[CH:4][CH:3]=1.[O:14]1[CH:18]=[CH:17][CH:16]=[C:15]1[C:19](Cl)=[O:20].[Cl-].[Al+3].[Al+3].[Al+3].[Cl-].[Cl-].[Cl-].[Cl-].[Cl-].[Cl-].[Cl-].[Cl-]. The catalyst is ClCCl.O. The product is [F:1][C:2]1[CH:3]=[CH:4][C:5]([C:8]2[S:9][C:10]([C:19]([C:15]3[O:14][CH:18]=[CH:17][CH:16]=3)=[O:20])=[CH:11][C:12]=2[CH3:13])=[CH:6][CH:7]=1. The yield is 0.890. (5) The reactants are [C:1]([C:5]1[CH:9]=[C:8]([NH:10][C:11]([NH:13][C@@H:14]2[C:23]3[C:18](=[CH:19][CH:20]=[CH:21][CH:22]=3)[C@H:17]([O:24][C:25]3[CH:26]=[CH:27][C:28]4[N:29]([C:31]([N:34]5[CH2:39][CH2:38][CH2:37][CH2:36][C@@H:35]5[CH3:40])=[N:32][N:33]=4)[CH:30]=3)[CH2:16][CH2:15]2)=[O:12])[N:7]([C:41]2[CH:42]=[C:43]([CH:52]=[CH:53][CH:54]=2)[O:44][CH2:45][CH2:46][O:47]S(C)(=O)=O)[N:6]=1)([CH3:4])([CH3:3])[CH3:2].[CH3:55][N:56]1[CH2:62][CH2:61][CH2:60][NH:59][CH2:58][CH2:57]1.C1C[O:66]CC1. No catalyst specified. The product is [CH:46]([OH:47])=[O:66].[C:1]([C:5]1[CH:9]=[C:8]([NH:10][C:11]([NH:13][C@@H:14]2[C:23]3[C:18](=[CH:19][CH:20]=[CH:21][CH:22]=3)[C@H:17]([O:24][C:25]3[CH:26]=[CH:27][C:28]4[N:29]([C:31]([N:34]5[CH2:39][CH2:38][CH2:37][CH2:36][C@@H:35]5[CH3:40])=[N:32][N:33]=4)[CH:30]=3)[CH2:16][CH2:15]2)=[O:12])[N:7]([C:41]2[CH:54]=[CH:53][CH:52]=[C:43]([O:44][CH2:45][CH2:46][N:59]3[CH2:60][CH2:61][CH2:62][N:56]([CH3:55])[CH2:57][CH2:58]3)[CH:42]=2)[N:6]=1)([CH3:4])([CH3:3])[CH3:2]. The yield is 0.540. (6) The reactants are C[Si]([N-][Si](C)(C)C)(C)C.[Na+].[NH2:11][C:12]1[N:16](C(OC(C)(C)C)=O)[N:15]=[C:14]([CH2:24][CH2:25][C:26]2[CH:31]=[C:30]([O:32][CH3:33])[CH:29]=[C:28]([O:34][CH3:35])[CH:27]=2)[CH:13]=1.[CH3:36][C:37]1[CH:41]=[C:40]([CH2:42][NH:43][C:44]2[CH:53]=[CH:52][CH:51]=[CH:50][C:45]=2[C:46](OC)=[O:47])[O:39][N:38]=1. The catalyst is C1COCC1. The product is [CH3:33][O:32][C:30]1[CH:31]=[C:26]([CH2:25][CH2:24][C:14]2[NH:15][N:16]=[C:12]([NH:11][C:46](=[O:47])[C:45]3[CH:50]=[CH:51][CH:52]=[CH:53][C:44]=3[NH:43][CH2:42][C:40]3[O:39][N:38]=[C:37]([CH3:36])[CH:41]=3)[CH:13]=2)[CH:27]=[C:28]([O:34][CH3:35])[CH:29]=1. The yield is 0.100.